From a dataset of Full USPTO retrosynthesis dataset with 1.9M reactions from patents (1976-2016). Predict the reactants needed to synthesize the given product. Given the product [C:1]([NH:4][C:5]1[CH:10]=[C:9]([C:22]([F:24])=[CH2:23])[N:8]=[C:7]([C:12]([O:14][CH3:15])=[O:13])[C:6]=1[Cl:16])(=[O:3])[CH3:2], predict the reactants needed to synthesize it. The reactants are: [C:1]([NH:4][C:5]1[CH:10]=[C:9](Cl)[N:8]=[C:7]([C:12]([O:14][CH3:15])=[O:13])[C:6]=1[Cl:16])(=[O:3])[CH3:2].C([Sn](CCCC)(CCCC)[C:22]([F:24])=[CH2:23])CCC.